From a dataset of Reaction yield outcomes from USPTO patents with 853,638 reactions. Predict the reaction yield, written as a fraction of the theoretical maximum amount of product (1.0 means a 100% yield; for example, 0.34 means a 34% yield). The reactants are CC(C)([O-])C.[K+].[F:7][C:8]1[CH:9]=[C:10]([OH:15])[CH:11]=[CH:12][C:13]=1[NH2:14].Cl[C:17]1[CH:22]=[CH:21][N:20]=[C:19]([C:23]([O:25][C:26]([CH3:29])([CH3:28])[CH3:27])=[O:24])[CH:18]=1. The catalyst is C(OCC)(=O)C. The product is [NH2:14][C:13]1[CH:12]=[CH:11][C:10]([O:15][C:17]2[CH:22]=[CH:21][N:20]=[C:19]([C:23]([O:25][C:26]([CH3:29])([CH3:28])[CH3:27])=[O:24])[CH:18]=2)=[CH:9][C:8]=1[F:7]. The yield is 0.200.